Dataset: Catalyst prediction with 721,799 reactions and 888 catalyst types from USPTO. Task: Predict which catalyst facilitates the given reaction. (1) Reactant: [NH2:1][C:2]1[CH:3]=[C:4]([NH:8][C:9](=[O:25])[C:10]([N:12]2[CH2:17][CH2:16][CH:15]([CH2:18][C:19]3[CH:24]=[CH:23][CH:22]=[CH:21][CH:20]=3)[CH2:14][CH2:13]2)=[O:11])[CH:5]=[CH:6][CH:7]=1.N1C=CC=CC=1.[CH3:32][S:33](Cl)(=[O:35])=[O:34].C(=O)([O-])O.[Na+]. Product: [CH2:18]([CH:15]1[CH2:16][CH2:17][N:12]([C:10](=[O:11])[C:9]([NH:8][C:4]2[CH:5]=[CH:6][CH:7]=[C:2]([NH:1][S:33]([CH3:32])(=[O:35])=[O:34])[CH:3]=2)=[O:25])[CH2:13][CH2:14]1)[C:19]1[CH:20]=[CH:21][CH:22]=[CH:23][CH:24]=1. The catalyst class is: 4. (2) The catalyst class is: 121. Reactant: [CH2:1](N(C(C)C)C(C)C)C.[F:10][C:11]1[CH:16]=[CH:15][C:14]([C:17]2[O:40][C:20]3=[N:21][C:22]([CH2:34][CH2:35][C:36]([F:39])([F:38])[F:37])=[C:23]([C:25]4[CH:26]=[C:27]([CH:31]=[CH:32][CH:33]=4)[C:28](O)=[O:29])[CH:24]=[C:19]3[C:18]=2[C:41](=[O:44])[NH:42][CH3:43])=[CH:13][CH:12]=1.CN(C([O:52][N:53]1N=[N:60][C:55]2[CH:56]=[CH:57][CH:58]=[N:59][C:54]1=2)=[N+](C)C)C.F[P-](F)(F)(F)(F)F.O1C=NC(CN)=N1. Product: [F:10][C:11]1[CH:16]=[CH:15][C:14]([C:17]2[O:40][C:20]3=[N:21][C:22]([CH2:34][CH2:35][C:36]([F:39])([F:37])[F:38])=[C:23]([C:25]4[CH:33]=[CH:32][CH:31]=[C:27]([C:28](=[O:29])[NH:60][C:55]([C:54]5[N:59]=[C:58]([CH3:57])[O:52][N:53]=5)([CH3:56])[CH3:1])[CH:26]=4)[CH:24]=[C:19]3[C:18]=2[C:41]([NH:42][CH3:43])=[O:44])=[CH:13][CH:12]=1. (3) Reactant: [Br:1][C:2]1[CH:3]=[CH:4][C:5]2[NH:11][C:10](=[O:12])[CH:9]([NH:13][C:14](=[O:33])[C@@H:15]([C@H:18]3[C@@H:23]([OH:24])[C@@H:22](/[CH:25]=[CH:26]/[C:27]([CH3:30])([CH3:29])[CH3:28])[O:21]C(C)(C)[O:19]3)[O:16][CH3:17])[CH2:8][CH2:7][C:6]=2[CH:34]=1.[OH-].[Na+]. Product: [Br:1][C:2]1[CH:3]=[CH:4][C:5]2[NH:11][C:10](=[O:12])[CH:9]([NH:13][C:14](=[O:33])[C@H:15]([O:16][CH3:17])[C@H:18]([OH:19])[C@@H:23]([OH:24])[C@H:22]([OH:21])/[CH:25]=[CH:26]/[C:27]([CH3:29])([CH3:30])[CH3:28])[CH2:8][CH2:7][C:6]=2[CH:34]=1. The catalyst class is: 295. (4) Reactant: [CH3:1][O:2][C:3]([C@@H:5]1[CH2:9][C@@H:8]([S:10]([C:13]2[CH:18]=[CH:17][CH:16]=[CH:15][C:14]=2[C:19]([F:22])([F:21])[F:20])(=[O:12])=[O:11])[CH2:7][NH:6]1)=[O:4].[C:23]1(B(O)O)[CH:28]=[CH:27][CH:26]=[CH:25][CH:24]=1.C(N(CC)CC)C. Product: [CH3:1][O:2][C:3]([C@@H:5]1[CH2:9][C@@H:8]([S:10]([C:13]2[CH:18]=[CH:17][CH:16]=[CH:15][C:14]=2[C:19]([F:22])([F:20])[F:21])(=[O:11])=[O:12])[CH2:7][N:6]1[C:23]1[CH:28]=[CH:27][CH:26]=[CH:25][CH:24]=1)=[O:4]. The catalyst class is: 221. (5) Reactant: [CH2:1]([O:5][C:6]1[N:14]=[C:13]2[C:9]([N:10]=[CH:11][N:12]2[CH:15]2[CH2:20][CH2:19][CH2:18][CH2:17][O:16]2)=[C:8]([NH2:21])[N:7]=1)[CH2:2][CH2:3][CH3:4].C1C(=O)N([Br:29])C(=O)C1. Product: [Br:29][C:11]1[N:12]([CH:15]2[CH2:20][CH2:19][CH2:18][CH2:17][O:16]2)[C:13]2[C:9]([N:10]=1)=[C:8]([NH2:21])[N:7]=[C:6]([O:5][CH2:1][CH2:2][CH2:3][CH3:4])[N:14]=2. The catalyst class is: 2. (6) Reactant: C1N([CH2:7][CH2:8][OH:9])CCN(CCS(O)(=O)=O)C1.CCCCCCCCCCCCCCCC(OC[C@@H](OC(CCCCCCCCCCCCCCC)=O)COP(OCC[N+](C)(C)C)([O-])=O)=[O:32].CC(CCC[C@H]([C@@H]1[C@]2(C)[C@H]([C@H]3[C@H](CC2)[C@]2(C)C(C[C@H](CC2)O)=CC3)CC1)C)C.CCCCCCCCCCCCCCCCCC(OC[C@@H](OC(CCCCCCCCCCCCCCCCC)=O)COP(OCCNC(OCCOC)=O)([O-])=O)=O.[Na+].COC1C=C(C2OC3C=C(C4OC5C=C(O)C=C(O)C=5C(=O)C4O)C=CC=3OC2CO)C=CC=1O.C[C@@]12CC[C@]3(C)C(=CC([C@H]4[C@@]3(C)CC[C@@H]3[C@]4(C)CC[C@H](O[C@H]4[O:222][C@H:221](C(O)=O)[C@@H:220]([OH:226])[C@H:219]([OH:227])[C@H:218]4[O:228][C@@H:229]4[O:234][C@H:233]([C:235](O)=[O:236])[C@@H:232]([OH:238])[C@H:231]([OH:239])[C@H:230]4[OH:240])C3(C)C)=O)[C@@H]1C[C@](C(O)=O)(C)CC2. Product: [CH2:235]([OH:236])[C@H:233]1[O:234][C@H:229]([O:228][C@H:218]2[C@H:219]([OH:227])[C@@H:220]([OH:226])[C@H:221]([OH:222])[O:32][C@@H:7]2[CH2:8][OH:9])[C@H:230]([OH:240])[C@@H:231]([OH:239])[C@@H:232]1[OH:238]. The catalyst class is: 8.